Dataset: Tox21: 12 toxicity assays (nuclear receptors and stress response pathways). Task: Binary classification across 12 toxicity assays. (1) The compound is CCCCCCCCCCCCCCCC[N+](C)(C)C. It tested positive (active) for: NR-ER (Estrogen Receptor agonist activity), NR-ER-LBD (Estrogen Receptor Ligand Binding Domain agonist), and SR-MMP (Mitochondrial Membrane Potential disruption). (2) The compound is CN1CCc2cccc3c2[C@H]1Cc1ccc(O)c(O)c1-3. It tested positive (active) for: NR-AhR (Aryl hydrocarbon Receptor agonist activity), and SR-ARE (Antioxidant Response Element (oxidative stress)).